Dataset: Full USPTO retrosynthesis dataset with 1.9M reactions from patents (1976-2016). Task: Predict the reactants needed to synthesize the given product. (1) Given the product [Cl:1][C:2]1[C:3]([C:19]([N:21]2[CH2:25][CH2:24][C:23]([F:26])([F:27])[CH2:22]2)=[O:20])=[CH:4][C:5]([O:11][CH2:12][C:13]2[CH:18]=[CH:17][CH:16]=[CH:15][CH:14]=2)=[C:6]([CH:10]=1)[C:7]([NH:67][C:66]1[C:62]([CH3:61])=[N:63][O:64][CH:65]=1)=[O:9], predict the reactants needed to synthesize it. The reactants are: [Cl:1][C:2]1[C:3]([C:19]([N:21]2[CH2:25][CH2:24][C:23]([F:27])([F:26])[CH2:22]2)=[O:20])=[CH:4][C:5]([O:11][CH2:12][C:13]2[CH:18]=[CH:17][CH:16]=[CH:15][CH:14]=2)=[C:6]([CH:10]=1)[C:7]([OH:9])=O.C(N(C(C)C)CC)(C)C.CN(C(ON1N=NC2C=CC=NC1=2)=[N+](C)C)C.F[P-](F)(F)(F)(F)F.[CH3:61][C:62]1[C:66]([NH2:67])=[CH:65][O:64][N:63]=1. (2) Given the product [CH3:31][CH:29]([S:26]([NH:25][C:24]1[CH:23]=[CH:22][S:21][C:20]=1[C:17]1[CH:18]=[CH:19][C:14]([C:11]2[CH:12]=[CH:13][C:8]([C:6]([OH:7])=[O:5])=[CH:9][CH:10]=2)=[CH:15][CH:16]=1)(=[O:27])=[O:28])[CH3:30], predict the reactants needed to synthesize it. The reactants are: [OH-].[Na+].C([O:5][C:6]([C:8]1[CH:13]=[CH:12][C:11]([C:14]2[CH:19]=[CH:18][C:17]([C:20]3[S:21][CH:22]=[CH:23][C:24]=3[NH:25][S:26]([CH:29]([CH3:31])[CH3:30])(=[O:28])=[O:27])=[CH:16][CH:15]=2)=[CH:10][CH:9]=1)=[O:7])C.Cl. (3) Given the product [Cl:1][C:2]1[C:3]2[N:17]=[C:18]([NH:19][C:20]3[C:25]([Cl:26])=[CH:24][C:23]([O:27][CH3:28])=[CH:22][C:21]=3[Cl:29])[N:12]([CH2:13][CH2:14][CH2:15][OH:16])[C:4]=2[C:5]([C:6]([O:8][CH3:9])=[O:7])=[CH:10][CH:11]=1, predict the reactants needed to synthesize it. The reactants are: [Cl:1][C:2]1[CH:11]=[CH:10][C:5]([C:6]([O:8][CH3:9])=[O:7])=[C:4]([NH:12][CH2:13][CH2:14][CH2:15][OH:16])[C:3]=1[NH:17][C:18](=S)[NH:19][C:20]1[C:25]([Cl:26])=[CH:24][C:23]([O:27][CH3:28])=[CH:22][C:21]=1[Cl:29].Cl.C(N=C=NCCCN(C)C)C.C(N(CC)CC)C.